This data is from NCI-60 drug combinations with 297,098 pairs across 59 cell lines. The task is: Regression. Given two drug SMILES strings and cell line genomic features, predict the synergy score measuring deviation from expected non-interaction effect. Drug 1: C1=CC=C(C(=C1)C(C2=CC=C(C=C2)Cl)C(Cl)Cl)Cl. Drug 2: CN(CC1=CN=C2C(=N1)C(=NC(=N2)N)N)C3=CC=C(C=C3)C(=O)NC(CCC(=O)O)C(=O)O. Cell line: RPMI-8226. Synergy scores: CSS=0.734, Synergy_ZIP=8.39, Synergy_Bliss=9.45, Synergy_Loewe=-61.4, Synergy_HSA=0.739.